Dataset: Reaction yield outcomes from USPTO patents with 853,638 reactions. Task: Predict the reaction yield, written as a fraction of the theoretical maximum amount of product (1.0 means a 100% yield; for example, 0.34 means a 34% yield). (1) The reactants are [OH:1][C@H:2]([CH3:22])[CH2:3][CH2:4][CH2:5][CH2:6][O:7][C:8]1([CH3:21])[CH2:13][CH2:12][N:11]([C:14]([O:16][C:17]([CH3:20])([CH3:19])[CH3:18])=[O:15])[CH2:10][CH2:9]1.[H-].[Na+].[CH2:25](Br)[C:26]1[CH:31]=[CH:30][CH:29]=[CH:28][CH:27]=1.O. The catalyst is CN(C=O)C. The product is [CH2:25]([O:1][C@H:2]([CH3:22])[CH2:3][CH2:4][CH2:5][CH2:6][O:7][C:8]1([CH3:21])[CH2:13][CH2:12][N:11]([C:14]([O:16][C:17]([CH3:20])([CH3:19])[CH3:18])=[O:15])[CH2:10][CH2:9]1)[C:26]1[CH:31]=[CH:30][CH:29]=[CH:28][CH:27]=1. The yield is 0.605. (2) The reactants are [O:1]=[C:2]1[C:11]2[C:6](=[CH:7][CH:8]=[CH:9][CH:10]=2)[C:5]([CH2:12][C:13]2[CH:14]=[C:15]([CH:19]=[CH:20][CH:21]=2)[C:16]([OH:18])=O)=[N:4][NH:3]1.[N:22]1(C(OC(C)(C)C)=O)[CH2:27][CH2:26][NH:25][CH2:24][CH2:23]1.F[P-](F)(F)(F)(F)F.N1(OC(N(C)C)=[N+](C)C)C2C=CC=CC=2N=N1.C(N(CC)C(C)C)(C)C. The catalyst is Cl.C(O)C.O.CC(N(C)C)=O. The product is [N:22]1([C:16]([C:15]2[CH:14]=[C:13]([CH:21]=[CH:20][CH:19]=2)[CH2:12][C:5]2[C:6]3[C:11](=[CH:10][CH:9]=[CH:8][CH:7]=3)[C:2](=[O:1])[NH:3][N:4]=2)=[O:18])[CH2:27][CH2:26][NH:25][CH2:24][CH2:23]1. The yield is 0.770. (3) The reactants are [F:1][C:2]([C:11]1[CH:17]=[CH:16][C:14]([NH2:15])=[C:13]([C:18]([F:21])([F:20])[F:19])[CH:12]=1)([C:7]([F:10])([F:9])[F:8])[C:3]([F:6])([F:5])[F:4].CN(C=O)C.[Br:27]N1C(=O)CCC1=O. The catalyst is O. The product is [Br:27][C:16]1[CH:17]=[C:11]([C:2]([F:1])([C:3]([F:6])([F:5])[F:4])[C:7]([F:10])([F:9])[F:8])[CH:12]=[C:13]([C:18]([F:19])([F:20])[F:21])[C:14]=1[NH2:15]. The yield is 0.800. (4) The reactants are [C:1]1([OH:7])[CH:6]=[CH:5][CH:4]=[CH:3][CH:2]=1.[OH-].[Na+].[Br:10][CH2:11][CH2:12][CH2:13]Br. The catalyst is C(O)C. The product is [Br:10][CH2:11][CH2:12][CH2:13][O:7][C:1]1[CH:6]=[CH:5][CH:4]=[CH:3][CH:2]=1. The yield is 0.589.